This data is from Forward reaction prediction with 1.9M reactions from USPTO patents (1976-2016). The task is: Predict the product of the given reaction. (1) The product is: [CH:18]([C:11]1[C:10]([CH3:20])=[C:9]([CH3:21])[C:8]([CH2:7][C:6]2[CH:5]=[CH:4][C:3]([O:2][CH3:1])=[CH:23][CH:22]=2)=[CH:17][C:12]=1[C:13]([O:15][CH3:16])=[O:14])=[O:26]. Given the reactants [CH3:1][O:2][C:3]1[CH:23]=[CH:22][C:6]([CH2:7][C:8]2[C:9]([CH3:21])=[C:10]([CH3:20])[C:11]([CH:18]=C)=[C:12]([CH:17]=2)[C:13]([O:15][CH3:16])=[O:14])=[CH:5][CH:4]=1.CC(C)=[O:26].C(#N)C.I([O-])(=O)(=O)=O.[Na+], predict the reaction product. (2) Given the reactants [CH3:1][N:2]([C:10](=[O:20])[C:11]1[CH:16]=[CH:15][C:14]([N+:17]([O-])=O)=[CH:13][CH:12]=1)[CH2:3][CH2:4][C:5]([O:7][CH2:8][CH3:9])=[O:6].O1CCCC1, predict the reaction product. The product is: [NH2:17][C:14]1[CH:13]=[CH:12][C:11]([C:10]([N:2]([CH3:1])[CH2:3][CH2:4][C:5]([O:7][CH2:8][CH3:9])=[O:6])=[O:20])=[CH:16][CH:15]=1.